From a dataset of Full USPTO retrosynthesis dataset with 1.9M reactions from patents (1976-2016). Predict the reactants needed to synthesize the given product. (1) Given the product [C:14]([O:13][C:11]([NH:19][CH2:20][C:21]1[CH:26]=[CH:25][C:24]([CH2:27][C:28]([OH:30])=[O:29])=[CH:23][CH:22]=1)=[O:12])([CH3:15])([CH3:16])[CH3:17], predict the reactants needed to synthesize it. The reactants are: [OH-].[Na+].[C:14]([O:13][C:11](O[C:11]([O:13][C:14]([CH3:17])([CH3:16])[CH3:15])=[O:12])=[O:12])([CH3:17])([CH3:16])[CH3:15].Cl.[NH2:19][CH2:20][C:21]1[CH:26]=[CH:25][C:24]([CH2:27][C:28]([OH:30])=[O:29])=[CH:23][CH:22]=1.C(O)(=O)CC(CC(O)=O)(C(O)=O)O. (2) The reactants are: [OH:1][CH2:2][CH2:3][NH:4][CH2:5][CH:6]([OH:9])[CH2:7][OH:8].Cl.O1CCOCC1.CO[C:19](OC)([CH3:21])[CH3:20]. Given the product [CH3:20][C:19]1([CH3:21])[O:9][CH:6]([CH2:5][NH:4][CH2:3][CH2:2][OH:1])[CH2:7][O:8]1, predict the reactants needed to synthesize it.